This data is from Full USPTO retrosynthesis dataset with 1.9M reactions from patents (1976-2016). The task is: Predict the reactants needed to synthesize the given product. (1) Given the product [OH:25][CH2:24][CH2:23][CH2:22][C@@:13]1([C:16]2[CH:21]=[CH:20][CH:19]=[CH:18][CH:17]=2)[O:12][C:11](=[O:26])[N:10]([C@H:8]([C:5]2[CH:6]=[CH:7][C:2]([C:32]3[CH:31]=[CH:30][CH:29]=[C:28]([CH3:27])[N:33]=3)=[CH:3][CH:4]=2)[CH3:9])[CH2:15][CH2:14]1, predict the reactants needed to synthesize it. The reactants are: Br[C:2]1[CH:7]=[CH:6][C:5]([C@@H:8]([N:10]2[CH2:15][CH2:14][C@:13]([CH2:22][CH2:23][CH2:24][OH:25])([C:16]3[CH:21]=[CH:20][CH:19]=[CH:18][CH:17]=3)[O:12][C:11]2=[O:26])[CH3:9])=[CH:4][CH:3]=1.[CH3:27][C:28]1[N:33]=[C:32](B(O)O)[CH:31]=[CH:30][CH:29]=1. (2) Given the product [F:29][C:30]([F:35])([F:34])[C:31]([OH:33])=[O:32].[Cl:28][C:25]1[CH:26]=[CH:27][C:22]([N:21]([CH2:24][CH2:25][CH2:26][CH2:27][CH2:22][CH2:30][CH3:31])[CH2:17][CH2:16][C:14]2[N:15]=[C:11]([S:10][C:7]([CH3:8])([CH3:9])[C:6]([OH:5])=[O:20])[S:12][CH:13]=2)=[N:23][CH:24]=1, predict the reactants needed to synthesize it. The reactants are: C([O:5][C:6](=[O:20])[C:7]([S:10][C:11]1[S:12][CH:13]=[C:14]([CH2:16][C:17](O)=O)[N:15]=1)([CH3:9])[CH3:8])(C)(C)C.[NH2:21][C:22]1[CH:27]=[CH:26][C:25]([Cl:28])=[CH:24][N:23]=1.[F:29][C:30]([F:35])([F:34])[C:31]([OH:33])=[O:32].